This data is from NCI-60 drug combinations with 297,098 pairs across 59 cell lines. The task is: Regression. Given two drug SMILES strings and cell line genomic features, predict the synergy score measuring deviation from expected non-interaction effect. (1) Drug 1: CS(=O)(=O)C1=CC(=C(C=C1)C(=O)NC2=CC(=C(C=C2)Cl)C3=CC=CC=N3)Cl. Drug 2: C1=NC2=C(N=C(N=C2N1C3C(C(C(O3)CO)O)O)F)N. Cell line: NCI-H460. Synergy scores: CSS=10.0, Synergy_ZIP=-1.15, Synergy_Bliss=8.97, Synergy_Loewe=7.87, Synergy_HSA=8.81. (2) Drug 1: C1=CC(=C2C(=C1NCCNCCO)C(=O)C3=C(C=CC(=C3C2=O)O)O)NCCNCCO. Drug 2: C1CCC(CC1)NC(=O)N(CCCl)N=O. Cell line: U251. Synergy scores: CSS=39.2, Synergy_ZIP=-13.3, Synergy_Bliss=-17.4, Synergy_Loewe=-16.1, Synergy_HSA=-13.3. (3) Drug 1: C(CC(=O)O)C(=O)CN.Cl. Drug 2: N.N.Cl[Pt+2]Cl. Cell line: NCI/ADR-RES. Synergy scores: CSS=42.4, Synergy_ZIP=-2.67, Synergy_Bliss=-4.48, Synergy_Loewe=-29.0, Synergy_HSA=-0.849. (4) Cell line: SF-295. Drug 2: CC=C1C(=O)NC(C(=O)OC2CC(=O)NC(C(=O)NC(CSSCCC=C2)C(=O)N1)C(C)C)C(C)C. Synergy scores: CSS=38.2, Synergy_ZIP=2.13, Synergy_Bliss=-0.0120, Synergy_Loewe=-36.3, Synergy_HSA=-4.00. Drug 1: CC1=C2C(C(=O)C3(C(CC4C(C3C(C(C2(C)C)(CC1OC(=O)C(C(C5=CC=CC=C5)NC(=O)OC(C)(C)C)O)O)OC(=O)C6=CC=CC=C6)(CO4)OC(=O)C)O)C)O.